This data is from Catalyst prediction with 721,799 reactions and 888 catalyst types from USPTO. The task is: Predict which catalyst facilitates the given reaction. (1) Reactant: [CH3:1][C:2]1[C:11]([N+:12]([O-])=O)=[CH:10][C:9]([C:15]([F:18])([F:17])[F:16])=[CH:8][C:3]=1[C:4]([O:6][CH3:7])=[O:5]. Product: [NH2:12][C:11]1[C:2]([CH3:1])=[C:3]([CH:8]=[C:9]([C:15]([F:16])([F:17])[F:18])[CH:10]=1)[C:4]([O:6][CH3:7])=[O:5]. The catalyst class is: 105. (2) Reactant: [Cl:1][C:2]1[C:3]([NH:15][CH:16]2[CH2:26][CH2:25][C:19]3([CH2:24][CH2:23][NH:22][CH2:21][CH2:20]3)[CH2:18][CH2:17]2)=[N:4][C:5]([NH:8][C:9]2[CH:10]=[N:11][N:12]([CH3:14])[CH:13]=2)=[N:6][CH:7]=1.C(N(CC)CC)C.[F:34][C:35]([F:46])([F:45])[C:36](O[C:36](=[O:37])[C:35]([F:46])([F:45])[F:34])=[O:37]. Product: [Cl:1][C:2]1[C:3]([NH:15][CH:16]2[CH2:26][CH2:25][C:19]3([CH2:24][CH2:23][N:22]([C:36](=[O:37])[C:35]([F:46])([F:45])[F:34])[CH2:21][CH2:20]3)[CH2:18][CH2:17]2)=[N:4][C:5]([NH:8][C:9]2[CH:10]=[N:11][N:12]([CH3:14])[CH:13]=2)=[N:6][CH:7]=1. The catalyst class is: 2.